This data is from CYP3A4 inhibition data for predicting drug metabolism from PubChem BioAssay. The task is: Regression/Classification. Given a drug SMILES string, predict its absorption, distribution, metabolism, or excretion properties. Task type varies by dataset: regression for continuous measurements (e.g., permeability, clearance, half-life) or binary classification for categorical outcomes (e.g., BBB penetration, CYP inhibition). Dataset: cyp3a4_veith. (1) The molecule is Cc1cnc(C(=O)OCC(=O)N(C(C)C)C(C)C)cn1. The result is 0 (non-inhibitor). (2) The molecule is O=C1CSC(c2ccccn2)N1c1ccccc1. The result is 0 (non-inhibitor). (3) The compound is O=C1CC[C@H](NC(=O)c2ccccc2)C(=O)N1. The result is 0 (non-inhibitor). (4) The drug is COc1cc(-c2nnc(SCC3(c4ccc(Br)cc4)OCCO3)o2)cc(OC)c1OC. The result is 1 (inhibitor). (5) The result is 0 (non-inhibitor). The compound is O=C(O)CCC(=O)N1CCc2cc(S(=O)(=O)N3CCCCC3)ccc21. (6) The compound is CCCCN1CCC(CCC(=O)c2cc(Cl)c(N)cc2OC)CC1. The result is 0 (non-inhibitor). (7) The drug is COc1ccc(CNC(=O)C2CCN(C(=O)N3CCOc4ccc(C)cc43)CC2)cc1. The result is 1 (inhibitor). (8) The molecule is Cn1cc(-c2nnc(-c3ccccc3)o2)c2ccccc21. The result is 1 (inhibitor). (9) The drug is Cc1cccc(CNc2ncnc3[nH]ncc23)c1. The result is 0 (non-inhibitor).